From a dataset of Reaction yield outcomes from USPTO patents with 853,638 reactions. Predict the reaction yield, written as a fraction of the theoretical maximum amount of product (1.0 means a 100% yield; for example, 0.34 means a 34% yield). (1) The reactants are O[C:2]1[C:11]2[C:6](=[N:7][CH:8]=[CH:9][CH:10]=2)[N:5]([C:12]2[CH:17]=[CH:16][CH:15]=[C:14]([O:18][C:19]([F:22])([F:21])[F:20])[CH:13]=2)[C:4](=[O:23])[C:3]=1[C:24](=O)[CH2:25][C:26]1[CH:31]=[CH:30][C:29](OC(F)(F)F)=[CH:28][CH:27]=1.[OH2:38].[NH2:39][NH2:40].C(=O)([O-])O.[Na+]. The yield is 0.580. The product is [F:20][C:19]([F:22])([F:21])[O:38][C:29]1[CH:28]=[CH:27][C:26]([CH2:25][C:24]2[C:3]3[C:4](=[O:23])[N:5]([C:12]4[CH:17]=[CH:16][CH:15]=[C:14]([O:18][C:19]([F:22])([F:21])[F:20])[CH:13]=4)[C:6]4[N:7]=[CH:8][CH:9]=[CH:10][C:11]=4[C:2]=3[NH:40][N:39]=2)=[CH:31][CH:30]=1. The catalyst is CN(C=O)C. (2) The reactants are [C:1]1([S:7]([C:10]2[CH:16]=[CH:15][C@H:14]([CH3:17])[C@H:13]([OH:18])[C@@H:12]([CH3:19])[CH:11]=2)(=[O:9])=[O:8])[CH:6]=[CH:5][CH:4]=[CH:3][CH:2]=1.N1C(C)=CC=CC=1C.[Si:28](OS(C(F)(F)F)(=O)=O)([C:31]([CH3:34])([CH3:33])[CH3:32])([CH3:30])[CH3:29].CO. The catalyst is C(Cl)Cl. The product is [C:1]1([S:7]([C:10]2[CH:16]=[CH:15][C@H:14]([CH3:17])[C@H:13]([O:18][Si:28]([C:31]([CH3:34])([CH3:33])[CH3:32])([CH3:30])[CH3:29])[C@@H:12]([CH3:19])[CH:11]=2)(=[O:8])=[O:9])[CH:2]=[CH:3][CH:4]=[CH:5][CH:6]=1. The yield is 0.980. (3) The reactants are Cl[C:2]1[C:11]2[C:6](=[CH:7][CH:8]=[CH:9][CH:10]=2)[CH:5]=[CH:4][N:3]=1.[C:12]([O:16][C:17]([N:19]1[CH2:24][CH2:23][NH:22][CH2:21][CH2:20]1)=[O:18])([CH3:15])([CH3:14])[CH3:13].C1CCN2C(=NCCC2)CC1. The catalyst is O. The product is [C:12]([O:16][C:17]([N:19]1[CH2:24][CH2:23][N:22]([C:2]2[C:11]3[C:6](=[CH:7][CH:8]=[CH:9][CH:10]=3)[CH:5]=[CH:4][N:3]=2)[CH2:21][CH2:20]1)=[O:18])([CH3:15])([CH3:13])[CH3:14]. The yield is 0.660. (4) The reactants are C(Cl)(=O)C(Cl)=O.CS(C)=O.[CH:11]1([CH:16]([N:20]2[CH:24]=[C:23]([C:25]3[C:26]4[CH:33]=[CH:32][N:31]([CH2:34][O:35][CH2:36][CH2:37][Si:38]([CH3:41])([CH3:40])[CH3:39])[C:27]=4[N:28]=[CH:29][N:30]=3)[CH:22]=[N:21]2)[CH2:17][CH2:18][OH:19])[CH2:15][CH2:14][CH2:13][CH2:12]1.O. The catalyst is C(Cl)Cl. The product is [CH:11]1([CH:16]([N:20]2[CH:24]=[C:23]([C:25]3[C:26]4[CH:33]=[CH:32][N:31]([CH2:34][O:35][CH2:36][CH2:37][Si:38]([CH3:39])([CH3:41])[CH3:40])[C:27]=4[N:28]=[CH:29][N:30]=3)[CH:22]=[N:21]2)[CH2:17][CH:18]=[O:19])[CH2:15][CH2:14][CH2:13][CH2:12]1. The yield is 0.820. (5) The reactants are [NH2:1][C@H:2]1[C:10]2[C:5](=[CH:6][CH:7]=[CH:8][CH:9]=2)[CH2:4][C@@H:3]1[NH:11][C:12]([C:14]1[NH:18][C:17]2[C:19]([Cl:23])=[C:20]([Cl:22])[S:21][C:16]=2[CH:15]=1)=[O:13].CCN(CC)CC.[CH3:31][N:32]1[CH2:37][CH2:36][N:35]([C:38](Cl)=[O:39])[CH2:34][CH2:33]1. The catalyst is C(Cl)Cl. The product is [Cl:22][C:20]1[S:21][C:16]2[CH:15]=[C:14]([C:12]([NH:11][C@H:3]3[CH2:4][C:5]4[C:10](=[CH:9][CH:8]=[CH:7][CH:6]=4)[C@@H:2]3[NH:1][C:38]([N:35]3[CH2:36][CH2:37][N:32]([CH3:31])[CH2:33][CH2:34]3)=[O:39])=[O:13])[NH:18][C:17]=2[C:19]=1[Cl:23]. The yield is 0.450. (6) The reactants are [NH2:1][C:2]1[C:7]([CH2:8][CH3:9])=[CH:6][CH:5]=[C:4]([CH3:10])[N:3]=1.[I:11]N1C(=O)CCC1=O. The product is [CH2:8]([C:7]1[C:2]([NH2:1])=[N:3][C:4]([CH3:10])=[C:5]([I:11])[CH:6]=1)[CH3:9]. The catalyst is CN(C=O)C. The yield is 0.790. (7) The reactants are [Br:1][CH2:2][C:3](Cl)=[O:4].[CH:6]1[C:19]2[CH2:18][C:17]3[C:12](=[CH:13][CH:14]=[CH:15][CH:16]=3)[O:11][C:10]=2[CH:9]=[CH:8][CH:7]=1.[Al+3].[Cl-].[Cl-].[Cl-]. The catalyst is C(Cl)Cl. The product is [CH:6]1[C:19]2[CH2:18][C:17]3[C:12](=[CH:13][CH:14]=[C:15]([C:3](=[O:4])[CH2:2][Br:1])[CH:16]=3)[O:11][C:10]=2[CH:9]=[CH:8][C:7]=1[C:3](=[O:4])[CH2:2][Br:1]. The yield is 0.367.